From a dataset of Forward reaction prediction with 1.9M reactions from USPTO patents (1976-2016). Predict the product of the given reaction. (1) Given the reactants [NH2:1][C:2]1[CH:3]=[C:4]([CH:40]=[CH:41][CH:42]=1)[CH2:5][O:6][CH:7]1[CH:12]([C:13]2[CH:18]=[CH:17][C:16]([O:19][CH2:20][CH2:21][CH2:22][O:23][CH2:24][C:25]3[CH:30]=[CH:29][CH:28]=[CH:27][C:26]=3[O:31][CH3:32])=[CH:15][CH:14]=2)[CH2:11][CH2:10][N:9]([C:33]([O:35][C:36]([CH3:39])([CH3:38])[CH3:37])=[O:34])[CH2:8]1.[CH2:43]([O:45][CH2:46][CH2:47][C:48](Cl)=[O:49])[CH3:44], predict the reaction product. The product is: [CH2:43]([O:45][CH2:46][CH2:47][C:48]([NH:1][C:2]1[CH:3]=[C:4]([CH:40]=[CH:41][CH:42]=1)[CH2:5][O:6][CH:7]1[CH:12]([C:13]2[CH:14]=[CH:15][C:16]([O:19][CH2:20][CH2:21][CH2:22][O:23][CH2:24][C:25]3[CH:30]=[CH:29][CH:28]=[CH:27][C:26]=3[O:31][CH3:32])=[CH:17][CH:18]=2)[CH2:11][CH2:10][N:9]([C:33]([O:35][C:36]([CH3:38])([CH3:37])[CH3:39])=[O:34])[CH2:8]1)=[O:49])[CH3:44]. (2) Given the reactants [Cl:1][C:2]1[N:3]=[CH:4][NH:5][C:6]=1[Cl:7].[OH-].[K+].[Br:10][CH2:11][CH2:12][CH2:13][CH2:14][CH3:15].Cl.ClC[C:19]1[CH:28]=[CH:27][C:26]2[C:21](=[CH:22][CH:23]=CC=2)N=1, predict the reaction product. The product is: [CH2:11]([N:5]1[C:6]2[C:26](=[CH:21][CH:22]=[CH:23][CH:2]=2)[CH:27]=[C:28]([CH3:19])[CH2:4]1)[CH2:12][CH2:13][CH2:14][CH3:15].[Br-:10].[Cl:1][C:2]1[NH:3][CH:4]=[NH+:5][C:6]=1[Cl:7].